This data is from Forward reaction prediction with 1.9M reactions from USPTO patents (1976-2016). The task is: Predict the product of the given reaction. (1) Given the reactants [C:1]([C:5]1[CH:6]=[C:7]2[C:11](=[CH:12][CH:13]=1)[C@H:10]([NH2:14])[CH2:9][CH2:8]2)([CH3:4])([CH3:3])[CH3:2].[C:15]1([CH3:25])[CH:20]=[CH:19][C:18]([S:21]([OH:24])(=[O:23])=[O:22])=[CH:17][CH:16]=1, predict the reaction product. The product is: [S:21]([C:18]1[CH:19]=[CH:20][C:15]([CH3:25])=[CH:16][CH:17]=1)([OH:24])(=[O:23])=[O:22].[C:1]([C:5]1[CH:6]=[C:7]2[C:11](=[CH:12][CH:13]=1)[C@H:10]([NH2:14])[CH2:9][CH2:8]2)([CH3:4])([CH3:2])[CH3:3]. (2) The product is: [C:1]([N:8]1[CH2:9][CH2:10][CH:11]([CH2:14][CH2:15][CH2:16][O:17][C:18]2[CH:19]=[C:20]([CH2:24][C:25]([OH:27])=[O:26])[CH:21]=[CH:22][CH:23]=2)[CH2:12][CH2:13]1)([O:3][C:4]([CH3:7])([CH3:6])[CH3:5])=[O:2]. Given the reactants [C:1]([N:8]1[CH2:13][CH2:12][CH:11]([CH2:14][CH2:15][CH2:16][O:17][C:18]2[CH:19]=[C:20]([CH2:24][C:25]([O:27]C)=[O:26])[CH:21]=[CH:22][CH:23]=2)[CH2:10][CH2:9]1)([O:3][C:4]([CH3:7])([CH3:6])[CH3:5])=[O:2], predict the reaction product. (3) Given the reactants Cl.[CH3:2][NH2:3].C([Li])CCC.[CH3:9][N:10]1[C@H:14]([CH2:15][O:16][C:17]([C:30]2[CH:35]=[CH:34][CH:33]=[CH:32][CH:31]=2)([C:24]2[CH:29]=[CH:28][CH:27]=[CH:26][CH:25]=2)[C:18]2[CH:23]=[CH:22][CH:21]=[CH:20][CH:19]=2)[CH2:13][CH2:12][C:11]1=[O:36].[Cl-].[NH4+], predict the reaction product. The product is: [CH3:2][NH:3][C:11](=[O:36])[CH2:12][CH2:13][C@H:14]([NH:10][CH3:9])[CH2:15][O:16][C:17]([C:30]1[CH:31]=[CH:32][CH:33]=[CH:34][CH:35]=1)([C:18]1[CH:23]=[CH:22][CH:21]=[CH:20][CH:19]=1)[C:24]1[CH:25]=[CH:26][CH:27]=[CH:28][CH:29]=1. (4) Given the reactants [N:1]1[CH:6]=[CH:5][N:4]=[CH:3][C:2]=1[CH2:7][NH2:8].[F:9][C:10]([F:21])([F:20])[C:11](O[C:11](=[O:12])[C:10]([F:21])([F:20])[F:9])=[O:12], predict the reaction product. The product is: [F:9][C:10]([F:21])([F:20])[C:11]([NH:8][CH2:7][C:2]1[CH:3]=[N:4][CH:5]=[CH:6][N:1]=1)=[O:12]. (5) Given the reactants [Br:1][C:2]1[CH:3]=[N:4][C:5]2[N:6]([N:8]=[C:9]([C:11]([OH:13])=O)[CH:10]=2)[CH:7]=1.[CH3:14][CH:15]1[C:24]2[C:19](=[C:20]([C:25](=[O:27])[CH3:26])[CH:21]=[CH:22][CH:23]=2)[CH2:18][CH2:17][NH:16]1, predict the reaction product. The product is: [Br:1][C:2]1[CH:3]=[N:4][C:5]2[N:6]([N:8]=[C:9]([C:11]([N:16]3[CH2:17][CH2:18][C:19]4[C:24](=[CH:23][CH:22]=[CH:21][C:20]=4[C:25](=[O:27])[CH3:26])[CH:15]3[CH3:14])=[O:13])[CH:10]=2)[CH:7]=1.